From a dataset of Reaction yield outcomes from USPTO patents with 853,638 reactions. Predict the reaction yield, written as a fraction of the theoretical maximum amount of product (1.0 means a 100% yield; for example, 0.34 means a 34% yield). (1) The reactants are [NH2:1][CH2:2][C:3]1[CH:8]=[CH:7][C:6]([S:9]([NH:12][C:13]2[CH:18]=[CH:17][C:16]([O:19][CH2:20][CH2:21][N:22]([CH2:25][CH3:26])[CH2:23][CH3:24])=[CH:15][CH:14]=2)(=[O:11])=[O:10])=[CH:5][CH:4]=1.C(N(C(C)C)CC)(C)C.Cl[C:37]1[N:42]=[CH:41][CH:40]=[CH:39][N:38]=1. The catalyst is CN(C)C=O. The product is [CH2:23]([N:22]([CH2:25][CH3:26])[CH2:21][CH2:20][O:19][C:16]1[CH:17]=[CH:18][C:13]([NH:12][S:9]([C:6]2[CH:7]=[CH:8][C:3]([CH2:2][NH:1][C:37]3[N:42]=[CH:41][CH:40]=[CH:39][N:38]=3)=[CH:4][CH:5]=2)(=[O:11])=[O:10])=[CH:14][CH:15]=1)[CH3:24]. The yield is 0.100. (2) The reactants are Br[C:2]1[CH:3]=[CH:4][C:5]([N+:8]([O-:10])=[O:9])=[N:6][CH:7]=1.[C:11]([N:18]1[CH2:23][CH2:22][NH:21][C:20](=[O:24])[CH2:19]1)([O:13][C:14]([CH3:17])([CH3:16])[CH3:15])=[O:12].C(=O)([O-])[O-].[Cs+].[Cs+]. The catalyst is O1CCOCC1.C([O-])(=O)C.[Pd+2].C([O-])(=O)C.CC1(C)C2C(=C(P(C3C=CC=CC=3)C3C=CC=CC=3)C=CC=2)OC2C(P(C3C=CC=CC=3)C3C=CC=CC=3)=CC=CC1=2. The product is [C:14]([O:13][C:11]([N:18]1[CH2:23][CH2:22][N:21]([C:2]2[CH:7]=[N:6][C:5]([N+:8]([O-:10])=[O:9])=[CH:4][CH:3]=2)[C:20](=[O:24])[CH2:19]1)=[O:12])([CH3:17])([CH3:15])[CH3:16]. The yield is 0.770. (3) The reactants are [CH2:1]([O:3][C:4]([C:6]([C:9]1[N:10](C(OC(C)(C)C)=O)[C:11]2[C:16]([CH:17]=1)=[CH:15][CH:14]=[CH:13][CH:12]=2)([CH3:8])[CH3:7])=[O:5])[CH3:2]. The catalyst is ClCCl.C(O)(C(F)(F)F)=O. The product is [NH:10]1[C:11]2[C:16](=[CH:15][CH:14]=[CH:13][CH:12]=2)[CH:17]=[C:9]1[C:6]([CH3:7])([CH3:8])[C:4]([O:3][CH2:1][CH3:2])=[O:5]. The yield is 0.780. (4) The reactants are [CH3:1][O:2][C:3]1[CH:19]=[CH:18][C:17]2[CH2:16][CH2:15][C@@H:14]3[C@H:6]([CH2:7][CH2:8][C@@:9]4([CH3:21])[C@H:13]3[CH2:12][CH2:11][C@@H:10]4[OH:20])[C:5]=2[CH:4]=1.Cl[CH2:23][S:24][CH3:25].[H-].[Na+].CN(C)C=[O:31]. No catalyst specified. The product is [CH3:1][O:2][C:3]1[C:19]([O:31][CH2:23][S:24][CH3:25])=[CH:18][C:17]2[CH2:16][CH2:15][C@@H:14]3[C@H:6]([CH2:7][CH2:8][C@@:9]4([CH3:21])[C@H:13]3[CH2:12][CH2:11][C@@H:10]4[OH:20])[C:5]=2[CH:4]=1. The yield is 0.860. (5) The reactants are [OH:1]OS([O-])=O.[K+].[F:7][C:8]1[CH:13]=[C:12]([S:14][CH3:15])[CH:11]=[CH:10][C:9]=1[CH:16]1[CH2:21][C:20]([S:23]([C:26]2[CH:31]=[CH:30][CH:29]=[C:28]([O:32][CH:33]([CH3:35])[CH3:34])[CH:27]=2)(=[O:25])=[O:24])([CH3:22])[CH2:19][CH2:18][O:17]1.[OH2:36]. The catalyst is CO. The product is [F:7][C:8]1[CH:13]=[C:12]([S:14]([CH3:15])(=[O:1])=[O:36])[CH:11]=[CH:10][C:9]=1[CH:16]1[CH2:21][C:20]([S:23]([C:26]2[CH:31]=[CH:30][CH:29]=[C:28]([O:32][CH:33]([CH3:35])[CH3:34])[CH:27]=2)(=[O:25])=[O:24])([CH3:22])[CH2:19][CH2:18][O:17]1. The yield is 0.660. (6) The reactants are [CH3:1][C:2]1([CH3:13])[C:11]2[C:6](=[CH:7][CH:8]=[CH:9][CH:10]=2)[NH:5][C:4](=O)[CH2:3]1.[H-].[Al+3].[Li+].[H-].[H-].[H-].O.[OH-].[Na+]. The catalyst is C1COCC1. The product is [CH3:1][C:2]1([CH3:13])[C:11]2[C:6](=[CH:7][CH:8]=[CH:9][CH:10]=2)[NH:5][CH2:4][CH2:3]1. The yield is 0.870. (7) The reactants are [F-].C([N+](CCCC)(CCCC)CCCC)CCC.[Si]([O:26][C:27]1[C:36]2[C:31](=[CH:32][CH:33]=[CH:34][CH:35]=2)[C:30]([CH2:37][CH2:38][CH2:39][CH2:40][NH:41][C:42](=[O:51])[O:43][CH2:44][C:45]2[CH:50]=[CH:49][CH:48]=[CH:47][CH:46]=2)=[CH:29][CH:28]=1)(C(C)(C)C)(C)C. The catalyst is C1COCC1. The product is [OH:26][C:27]1[C:36]2[C:31](=[CH:32][CH:33]=[CH:34][CH:35]=2)[C:30]([CH2:37][CH2:38][CH2:39][CH2:40][NH:41][C:42](=[O:51])[O:43][CH2:44][C:45]2[CH:50]=[CH:49][CH:48]=[CH:47][CH:46]=2)=[CH:29][CH:28]=1. The yield is 0.990. (8) The reactants are [Cl:1][C:2]1[CH:7]=[CH:6][C:5]([O:8][C:9]2[CH:14]=[CH:13][CH:12]=[CH:11][CH:10]=2)=[C:4]([N+:15]([O-])=O)[CH:3]=1.Cl[Sn]Cl. No catalyst specified. The product is [Cl:1][C:2]1[CH:7]=[CH:6][C:5]([O:8][C:9]2[CH:14]=[CH:13][CH:12]=[CH:11][CH:10]=2)=[C:4]([NH2:15])[CH:3]=1. The yield is 0.790. (9) The reactants are CS(O[CH2:6][CH2:7][CH:8]=[CH2:9])(=O)=O.C(#N)C.[CH2:13]([NH2:20])[C:14]1[CH:19]=[CH:18][CH:17]=[CH:16][CH:15]=1. The catalyst is C(OC)(C)(C)C. The product is [CH2:13]([NH:20][CH2:9][CH2:8][CH:7]=[CH2:6])[C:14]1[CH:19]=[CH:18][CH:17]=[CH:16][CH:15]=1. The yield is 0.690. (10) The reactants are [NH2:1][CH:2]([C:6]1[CH:33]=[C:9]2[CH2:10][N:11]([C:15]([O:17][CH2:18][C:19]3[CH:24]=[C:23]([C:25]([F:28])([F:27])[F:26])[CH:22]=[C:21]([C:29]([F:32])([F:31])[F:30])[CH:20]=3)=[O:16])[CH2:12][CH2:13][CH2:14][N:8]2[N:7]=1)[C:3](N)=[O:4].O.C(O)(C(F)(F)F)=[O:36]. The catalyst is CO. The product is [NH2:1][CH:2]([C:6]1[CH:33]=[C:9]2[CH2:10][N:11]([C:15]([O:17][CH2:18][C:19]3[CH:24]=[C:23]([C:25]([F:26])([F:28])[F:27])[CH:22]=[C:21]([C:29]([F:31])([F:32])[F:30])[CH:20]=3)=[O:16])[CH2:12][CH2:13][CH2:14][N:8]2[N:7]=1)[C:3]([OH:36])=[O:4]. The yield is 0.150.